Task: Predict which catalyst facilitates the given reaction.. Dataset: Catalyst prediction with 721,799 reactions and 888 catalyst types from USPTO (1) Reactant: [NH:1]1[CH:5]=[C:4]([CH2:6][C:7]([OH:9])=[O:8])[N:3]=[CH:2]1.[ClH:10].[CH3:11]O. Product: [ClH:10].[CH3:11][O:8][C:7](=[O:9])[CH2:6][C:4]1[N:3]=[CH:2][NH:1][CH:5]=1. The catalyst class is: 12. (2) Reactant: C(OC([N:8]1[CH2:13][CH2:12][CH:11]([NH:14][C:15]2[C:20]([N+:21]([O-:23])=[O:22])=[C:19]([NH:24][C:25]3[CH:30]=[CH:29][C:28]([S:31]([CH3:34])(=[O:33])=[O:32])=[CH:27][CH:26]=3)[N:18]=[CH:17][N:16]=2)[CH2:10][CH2:9]1)=O)(C)(C)C.Cl. Product: [CH3:34][S:31]([C:28]1[CH:29]=[CH:30][C:25]([NH:24][C:19]2[C:20]([N+:21]([O-:23])=[O:22])=[C:15]([NH:14][CH:11]3[CH2:12][CH2:13][NH:8][CH2:9][CH2:10]3)[N:16]=[CH:17][N:18]=2)=[CH:26][CH:27]=1)(=[O:33])=[O:32]. The catalyst class is: 12.